From a dataset of NCI-60 drug combinations with 297,098 pairs across 59 cell lines. Regression. Given two drug SMILES strings and cell line genomic features, predict the synergy score measuring deviation from expected non-interaction effect. (1) Drug 1: C1=CC(=CC=C1CCC2=CNC3=C2C(=O)NC(=N3)N)C(=O)NC(CCC(=O)O)C(=O)O. Drug 2: CC1=C2C(C(=O)C3(C(CC4C(C3C(C(C2(C)C)(CC1OC(=O)C(C(C5=CC=CC=C5)NC(=O)C6=CC=CC=C6)O)O)OC(=O)C7=CC=CC=C7)(CO4)OC(=O)C)O)C)OC(=O)C. Cell line: MOLT-4. Synergy scores: CSS=81.9, Synergy_ZIP=0.265, Synergy_Bliss=-1.11, Synergy_Loewe=-3.13, Synergy_HSA=0.328. (2) Drug 1: COC1=CC(=CC(=C1O)OC)C2C3C(COC3=O)C(C4=CC5=C(C=C24)OCO5)OC6C(C(C7C(O6)COC(O7)C8=CC=CS8)O)O. Drug 2: CC(C)(C#N)C1=CC(=CC(=C1)CN2C=NC=N2)C(C)(C)C#N. Cell line: HCC-2998. Synergy scores: CSS=21.9, Synergy_ZIP=-2.31, Synergy_Bliss=-4.82, Synergy_Loewe=-8.68, Synergy_HSA=-4.68.